The task is: Predict the reaction yield, written as a fraction of the theoretical maximum amount of product (1.0 means a 100% yield; for example, 0.34 means a 34% yield).. This data is from Reaction yield outcomes from USPTO patents with 853,638 reactions. The reactants are C([O:3][C:4]([C:6]1[C:7]([O:12][C:13]2[CH:18]=[C:17]([Cl:19])[CH:16]=[CH:15][C:14]=2[Cl:20])=[N:8][CH:9]=[N:10][CH:11]=1)=[O:5])C.[OH-].[Na+]. The catalyst is O1CCCC1.O. The product is [Cl:20][C:14]1[CH:15]=[CH:16][C:17]([Cl:19])=[CH:18][C:13]=1[O:12][C:7]1[C:6]([C:4]([OH:5])=[O:3])=[CH:11][N:10]=[CH:9][N:8]=1. The yield is 0.570.